From a dataset of Catalyst prediction with 721,799 reactions and 888 catalyst types from USPTO. Predict which catalyst facilitates the given reaction. (1) Reactant: [NH:1]1[CH2:6][CH2:5][CH:4]([CH:7]2[C:20]3[CH:19]=[CH:18][C:17]([C:21]4[CH:26]=[CH:25][CH:24]=[CH:23][C:22]=4[NH:27][C:28](=[O:30])[CH3:29])=[CH:16][C:15]=3[O:14][C:13]3[C:8]2=[CH:9][CH:10]=[CH:11][CH:12]=3)[CH2:3][CH2:2]1.C(=O)([O-])[O-].[K+].[K+].[CH2:37](Br)[CH:38]=[CH2:39]. Product: [CH2:39]([N:1]1[CH2:6][CH2:5][CH:4]([CH:7]2[C:20]3[CH:19]=[CH:18][C:17]([C:21]4[CH:26]=[CH:25][CH:24]=[CH:23][C:22]=4[NH:27][C:28](=[O:30])[CH3:29])=[CH:16][C:15]=3[O:14][C:13]3[C:8]2=[CH:9][CH:10]=[CH:11][CH:12]=3)[CH2:3][CH2:2]1)[CH:38]=[CH2:37]. The catalyst class is: 23. (2) Reactant: C(OC([NH:8][C@@H:9]1[C@H:14]([NH:15][C:16]2[N:21]=[C:20]([C:22]3[S:26][N:25]=[C:24]([CH2:27][CH3:28])[CH:23]=3)[C:19]3[C:29](=[O:39])[N:30](C(OC(C)(C)C)=O)[CH2:31][C:18]=3[C:17]=2[F:40])[CH2:13][CH2:12][O:11][CH2:10]1)=O)(C)(C)C.Cl.O1CCOCC1.CCO. Product: [NH2:8][C@@H:9]1[C@H:14]([NH:15][C:16]2[N:21]=[C:20]([C:22]3[S:26][N:25]=[C:24]([CH2:27][CH3:28])[CH:23]=3)[C:19]3[C:29](=[O:39])[NH:30][CH2:31][C:18]=3[C:17]=2[F:40])[CH2:13][CH2:12][O:11][CH2:10]1. The catalyst class is: 5. (3) Product: [Cl:28][C:24]1[CH:23]=[CH:22][CH:21]=[C:20]2[C:25]=1[C:26](=[O:27])[N:17]([C:13]1[CH:12]=[C:11]([CH:16]=[CH:15][CH:14]=1)[C:8]([NH2:9])=[O:10])[C:18]([C@@H:29]([NH:31][C:37]1[C:36]([Cl:40])=[C:35]([NH2:41])[N:34]=[C:33]([NH2:32])[N:38]=1)[CH3:30])=[N:19]2. The catalyst class is: 32. Reactant: FC(F)(F)C([O-])=O.[C:8]([C:11]1[CH:12]=[C:13]([N:17]2[C:26](=[O:27])[C:25]3[C:20](=[CH:21][CH:22]=[CH:23][C:24]=3[Cl:28])[N:19]=[C:18]2[C@@H:29]([NH3+:31])[CH3:30])[CH:14]=[CH:15][CH:16]=1)(=[O:10])[NH2:9].[NH2:32][C:33]1[N:38]=[C:37](F)[C:36]([Cl:40])=[C:35]([NH2:41])[N:34]=1.C(N(C(C)C)CC)(C)C. (4) Reactant: [CH:1]1[C:6]2=[C:7]3[C:16](=[CH:17][CH:18]=[C:5]2[CH:4]=[N:3][CH:2]=1)[N:15]=[C:14]1[C:9]([C:10]([C:19]([OH:21])=O)=[CH:11][CH:12]=[CH:13]1)=[N:8]3.[CH:22]1[N:26]=[CH:25][N:24]([C:27](N2C=NC=C2)=O)[CH:23]=1.CN(C)CCN. Product: [CH3:25][N:24]([CH3:27])[CH2:23][CH2:22][NH:26][C:19]([C:10]1[C:9]2[C:14](=[N:15][C:16]3[C:7]([N:8]=2)=[C:6]2[CH:1]=[CH:2][N:3]=[CH:4][C:5]2=[CH:18][CH:17]=3)[CH:13]=[CH:12][CH:11]=1)=[O:21]. The catalyst class is: 3. (5) Reactant: [CH3:1][CH2:2][C:3](=[O:12])[CH2:4][C:5](=[O:11])[CH2:6][CH2:7][CH:8]=[CH:9][CH3:10].C([O-])(=[O:15])C.C([O-])(=O)C.C([O-])(=O)C.[Cl:25][C:26]1[CH:40]=[CH:39][C:29]([C:30]2[CH:31]=[CH:32][C:33]([CH2:37][CH3:38])=C([Pb+3])[CH:35]=2)=[CH:28][CH:27]=1.C(Cl)(Cl)Cl.Cl. Product: [Cl:25][C:26]1[CH:40]=[CH:39][C:29]([C:30]2[CH:31]=[CH:32][C:33]([CH2:37][CH3:38])=[C:1]([CH:2]3[C:3](=[O:12])[CH:4]4[CH:9]([CH:8]5[O:11][CH:5]4[CH:6]=[CH:7]5)[C:10]3=[O:15])[CH:35]=2)=[CH:28][CH:27]=1. The catalyst class is: 768.